The task is: Predict the reactants needed to synthesize the given product.. This data is from Full USPTO retrosynthesis dataset with 1.9M reactions from patents (1976-2016). (1) Given the product [Cl:33][C:34]1[CH:35]=[C:36]([NH:41][C:42](=[O:43])[N:29]([CH2:28][C:24]2[CH:23]=[CH:22][CH:21]=[C:20]3[C:25]=2[C:26](=[O:27])[N:18]([CH:17]2[CH2:16][CH2:15][C:14](=[O:32])[NH:13][C:12]2=[O:11])[C:19]3=[O:31])[CH3:30])[CH:37]=[CH:38][C:39]=1[CH3:40], predict the reactants needed to synthesize it. The reactants are: C(N(C(C)C)CC)(C)C.Cl.[O:11]=[C:12]1[CH:17]([N:18]2[C:26](=[O:27])[C:25]3[C:20](=[CH:21][CH:22]=[CH:23][C:24]=3[CH2:28][NH:29][CH3:30])[C:19]2=[O:31])[CH2:16][CH2:15][C:14](=[O:32])[NH:13]1.[Cl:33][C:34]1[CH:35]=[C:36]([N:41]=[C:42]=[O:43])[CH:37]=[CH:38][C:39]=1[CH3:40]. (2) Given the product [Cl:33][C:2]1[S:3][C:4]([C:15]([O:17][CH3:18])=[O:16])=[C:5]([C:7]2[N:12]=[C:11]([O:13][CH3:14])[CH:10]=[CH:9][N:8]=2)[N:6]=1, predict the reactants needed to synthesize it. The reactants are: N[C:2]1[S:3][C:4]([C:15]([O:17][CH3:18])=[O:16])=[C:5]([C:7]2[N:12]=[C:11]([O:13][CH3:14])[CH:10]=[CH:9][N:8]=2)[N:6]=1.N([O-])=O.[Na+].NC(N)=O.C([O-])([O-])=O.[Na+].[Na+].[ClH:33]. (3) The reactants are: [F:1][C:2]1[CH:3]=[C:4]([NH:13][S:14]([C:17]2[CH:22]=[CH:21][C:20](B(O)O)=[CH:19][CH:18]=2)(=[O:16])=[O:15])[CH:5]=[C:6]([F:12])[C:7]=1[C:8]([O:10]C)=[O:9].Br[C:27]1[N:32]=[CH:31][CH:30]=[CH:29][N:28]=1.C(=O)([O-])[O-].[Na+].[Na+].[OH-].[Na+].Cl. Given the product [F:1][C:2]1[CH:3]=[C:4]([NH:13][S:14]([C:17]2[CH:22]=[CH:21][C:20]([C:27]3[N:32]=[CH:31][CH:30]=[CH:29][N:28]=3)=[CH:19][CH:18]=2)(=[O:16])=[O:15])[CH:5]=[C:6]([F:12])[C:7]=1[C:8]([OH:10])=[O:9], predict the reactants needed to synthesize it. (4) Given the product [Br:1][C:2]1[C:7](=[O:8])[N:6]2[CH:9]=[C:10]([F:13])[CH:11]=[CH:12][C:5]2=[N:4][C:3]=1[CH:14]([OH:15])[CH3:16], predict the reactants needed to synthesize it. The reactants are: [Br:1][C:2]1[C:7](=[O:8])[N:6]2[CH:9]=[C:10]([F:13])[CH:11]=[CH:12][C:5]2=[N:4][C:3]=1[CH:14]=[O:15].[CH3:16][Mg]Br.CCOCC. (5) The reactants are: [Cl:1][C:2]1[N:6](S(N(C)C)(=O)=O)[N:5]=[C:4]([C:13]([F:16])([F:15])[F:14])[CH:3]=1.FC(F)(F)C(O)=O.C(=O)([O-])[O-].[Na+].[Na+]. Given the product [Cl:1][C:2]1[NH:6][N:5]=[C:4]([C:13]([F:16])([F:15])[F:14])[CH:3]=1, predict the reactants needed to synthesize it. (6) Given the product [CH3:26][N:27]([CH3:37])[C:28]1[CH:33]=[CH:32][C:31]([C:2]2[N:11]=[C:10]([NH:12][CH2:13][CH:14]([C:20]3[CH:25]=[CH:24][CH:23]=[CH:22][CH:21]=3)[C:15]3[NH:16][CH:17]=[CH:18][CH:19]=3)[C:9]3[C:4](=[CH:5][CH:6]=[CH:7][CH:8]=3)[N:3]=2)=[CH:30][CH:29]=1, predict the reactants needed to synthesize it. The reactants are: Cl[C:2]1[N:11]=[C:10]([NH:12][CH2:13][CH:14]([C:20]2[CH:25]=[CH:24][CH:23]=[CH:22][CH:21]=2)[C:15]2[NH:16][CH:17]=[CH:18][CH:19]=2)[C:9]2[C:4](=[CH:5][CH:6]=[CH:7][CH:8]=2)[N:3]=1.[CH3:26][N:27]([CH3:37])[C:28]1[CH:33]=[CH:32][C:31](B(O)O)=[CH:30][CH:29]=1.C([O-])([O-])=O.[K+].[K+]. (7) Given the product [CH:13]1([CH2:16][C:17]([NH:19][C:2]2[CH:3]=[C:4]([CH:9]=[C:10]([CH3:12])[N:11]=2)[C:5]([O:7][CH3:8])=[O:6])=[O:18])[CH2:15][CH2:14]1, predict the reactants needed to synthesize it. The reactants are: Cl[C:2]1[CH:3]=[C:4]([CH:9]=[C:10]([CH3:12])[N:11]=1)[C:5]([O:7][CH3:8])=[O:6].[CH:13]1([CH2:16][C:17]([NH2:19])=[O:18])[CH2:15][CH2:14]1. (8) Given the product [CH3:11][C:8]1[CH:9]=[CH:10][C:2]([B:17]2[O:21][C:20]([CH3:23])([CH3:22])[C:19]([CH3:25])([CH3:24])[O:18]2)=[C:3]2[C:7]=1[NH:6][N:5]=[CH:4]2, predict the reactants needed to synthesize it. The reactants are: I[C:2]1[CH:10]=[CH:9][C:8]([CH3:11])=[C:7]2[C:3]=1[CH:4]=[N:5][NH:6]2.C([O-])(=O)C.[K+].[B:17]1([B:17]2[O:21][C:20]([CH3:23])([CH3:22])[C:19]([CH3:25])([CH3:24])[O:18]2)[O:21][C:20]([CH3:23])([CH3:22])[C:19]([CH3:25])([CH3:24])[O:18]1. (9) Given the product [CH2:25]([NH:32][C:33](=[O:34])[O:24][CH2:23][C:12]1([C:15]2[CH:20]=[CH:19][CH:18]=[C:17]([O:21][CH3:22])[CH:16]=2)[CH2:13][CH2:14][N:9]([C:4]2[CH:5]=[CH:6][CH:7]=[CH:8][C:3]=2[O:2][CH3:1])[CH2:10][CH2:11]1)[C:26]1[CH:31]=[CH:30][CH:29]=[CH:28][CH:27]=1, predict the reactants needed to synthesize it. The reactants are: [CH3:1][O:2][C:3]1[CH:8]=[CH:7][CH:6]=[CH:5][C:4]=1[N:9]1[CH2:14][CH2:13][C:12]([CH2:23][OH:24])([C:15]2[CH:20]=[CH:19][CH:18]=[C:17]([O:21][CH3:22])[CH:16]=2)[CH2:11][CH2:10]1.[CH2:25]([N:32]=[C:33]=[O:34])[C:26]1[CH:31]=[CH:30][CH:29]=[CH:28][CH:27]=1.